This data is from NCI-60 drug combinations with 297,098 pairs across 59 cell lines. The task is: Regression. Given two drug SMILES strings and cell line genomic features, predict the synergy score measuring deviation from expected non-interaction effect. Drug 1: CCN(CC)CCNC(=O)C1=C(NC(=C1C)C=C2C3=C(C=CC(=C3)F)NC2=O)C. Drug 2: C(CN)CNCCSP(=O)(O)O. Cell line: NCIH23. Synergy scores: CSS=6.18, Synergy_ZIP=1.27, Synergy_Bliss=3.48, Synergy_Loewe=-78.2, Synergy_HSA=-0.349.